This data is from Catalyst prediction with 721,799 reactions and 888 catalyst types from USPTO. The task is: Predict which catalyst facilitates the given reaction. (1) Reactant: [Cl:1][C:2]1[N:6]2[CH:7]=[C:8]([C:15]3[CH2:16][CH2:17][NH:18][CH2:19][CH:20]=3)[CH:9]=[C:10]([C:11]([F:14])([F:13])[F:12])[C:5]2=[N:4][C:3]=1[C:21]([N:23]1[CH2:27][CH2:26][CH:25]([C:28]2[CH:33]=[CH:32][CH:31]=[C:30]([F:34])[CH:29]=2)[CH2:24]1)=[O:22].C(N(CC)C(C)C)(C)C.[S:44](Cl)([CH3:47])(=[O:46])=[O:45]. Product: [Cl:1][C:2]1[N:6]2[CH:7]=[C:8]([C:15]3[CH2:16][CH2:17][N:18]([S:44]([CH3:47])(=[O:46])=[O:45])[CH2:19][CH:20]=3)[CH:9]=[C:10]([C:11]([F:13])([F:14])[F:12])[C:5]2=[N:4][C:3]=1[C:21]([N:23]1[CH2:27][CH2:26][CH:25]([C:28]2[CH:33]=[CH:32][CH:31]=[C:30]([F:34])[CH:29]=2)[CH2:24]1)=[O:22]. The catalyst class is: 49. (2) Reactant: CN(C)C=O.[Cl:6]N1C(=O)CCC1=O.[Br:14][C:15]1[CH:16]=[C:17]2[C:21](=[C:22]([N+:24]([O-:26])=[O:25])[CH:23]=1)[NH:20][CH:19]=[CH:18]2.S([O-])([O-])(=O)=S.[Na+].[Na+]. Product: [Br:14][C:15]1[CH:16]=[C:17]2[C:21](=[C:22]([N+:24]([O-:26])=[O:25])[CH:23]=1)[NH:20][CH:19]=[C:18]2[Cl:6]. The catalyst class is: 7. (3) The catalyst class is: 1. Reactant: [Cl:1][C:2]1[CH:14]=[N:13][C:5]2[NH:6][C:7]3[CH2:12][CH2:11][NH:10][CH2:9][C:8]=3[C:4]=2[CH:3]=1.CCN(C(C)C)C(C)C.[C:24](Cl)(=[O:31])[C:25]1[CH:30]=[CH:29][CH:28]=[CH:27][CH:26]=1.Cl.CCOCC. Product: [ClH:1].[Cl:1][C:2]1[CH:14]=[N:13][C:5]2[NH:6][C:7]3[CH2:12][CH2:11][N:10]([C:24]([C:25]4[CH:30]=[CH:29][CH:28]=[CH:27][CH:26]=4)=[O:31])[CH2:9][C:8]=3[C:4]=2[CH:3]=1. (4) Reactant: [N:1]([C@H:4]1[CH2:8][N:7]([CH2:9][C:10]2[CH:15]=[CH:14][CH:13]=[CH:12][CH:11]=2)[CH2:6][C@@H:5]1[NH2:16])=[N+:2]=[N-:3].C(N(CC)CC)C.[C:24]([O:28][C:29](O[C:29]([O:28][C:24]([CH3:27])([CH3:26])[CH3:25])=[O:30])=[O:30])([CH3:27])([CH3:26])[CH3:25]. Product: [C:24]([O:28][C:29](=[O:30])[NH:16][C@@H:5]1[C@@H:4]([N:1]=[N+:2]=[N-:3])[CH2:8][N:7]([CH2:9][C:10]2[CH:15]=[CH:14][CH:13]=[CH:12][CH:11]=2)[CH2:6]1)([CH3:27])([CH3:26])[CH3:25]. The catalyst class is: 2. (5) Reactant: [CH3:1][N:2]([C:4](=[O:13])[CH2:5][C:6]1[CH:11]=[CH:10][C:9]([F:12])=[CH:8][CH:7]=1)[NH2:3].[C:14]([O:18][C:19]([N:21]1[CH2:26][CH2:25][C:24](=O)[CH2:23][CH2:22]1)=[O:20])([CH3:17])([CH3:16])[CH3:15].[BH3-]C#N.[Na+].Cl.C(=O)(O)[O-].[Na+]. Product: [C:14]([O:18][C:19]([N:21]1[CH2:26][CH2:25][CH:24]([NH:3][N:2]([C:4](=[O:13])[CH2:5][C:6]2[CH:11]=[CH:10][C:9]([F:12])=[CH:8][CH:7]=2)[CH3:1])[CH2:23][CH2:22]1)=[O:20])([CH3:17])([CH3:15])[CH3:16]. The catalyst class is: 8.